From a dataset of Reaction yield outcomes from USPTO patents with 853,638 reactions. Predict the reaction yield, written as a fraction of the theoretical maximum amount of product (1.0 means a 100% yield; for example, 0.34 means a 34% yield). (1) The reactants are [C:1]([O:5][C:6](=[O:35])[NH:7][C:8]1([C:12]2[CH:17]=[CH:16][C:15]([C:18]3[C:19]([C:29]4[CH:34]=[CH:33][CH:32]=[CH:31][CH:30]=4)=[CH:20][C:21]4[NH:22][C:23](=[O:28])NC[C:26]=4[N:27]=3)=[CH:14][CH:13]=2)[CH2:11][CH2:10][CH2:9]1)([CH3:4])([CH3:3])[CH3:2].C(=O)([O-])[O-].[K+].[K+].[CH3:42]I.C(=O)(O)[O-].[Na+].C[N:50]([CH:52]=O)C. No catalyst specified. The product is [CH3:42][CH:52]1[NH:50][C:26]2[N:27]=[C:18]([C:15]3[CH:14]=[CH:13][C:12]([C:8]4([NH:7][C:6](=[O:35])[O:5][C:1]([CH3:2])([CH3:4])[CH3:3])[CH2:9][CH2:10][CH2:11]4)=[CH:17][CH:16]=3)[C:19]([C:29]3[CH:30]=[CH:31][CH:32]=[CH:33][CH:34]=3)=[CH:20][C:21]=2[NH:22][C:23]1=[O:28]. The yield is 0.420. (2) The reactants are [OH:1][C@H:2]1[CH2:6][N:5](C(OC(C)(C)C)=O)[C@H:4]([C:14](=[O:29])[NH:15][CH2:16][C:17]2[CH:22]=[CH:21][C:20]([C:23]3[S:27][CH:26]=[N:25][C:24]=3[CH3:28])=[CH:19][CH:18]=2)[CH2:3]1.C(Cl)[Cl:31].Cl.O1CCOCC1. The catalyst is CO. The product is [ClH:31].[OH:1][C@H:2]1[CH2:6][NH:5][C@H:4]([C:14]([NH:15][CH2:16][C:17]2[CH:18]=[CH:19][C:20]([C:23]3[S:27][CH:26]=[N:25][C:24]=3[CH3:28])=[CH:21][CH:22]=2)=[O:29])[CH2:3]1. The yield is 0.990. (3) The reactants are COC1C=CC(C[N:8](CC2C=CC(OC)=CC=2)[C:9]2[N:14]=[C:13]([CH3:15])[N:12]=[C:11]([C:16]3[C:17]([NH:34][C:35]4[CH:44]=[C:43]5[C:38]([CH:39]=[CH:40][CH:41]=[N:42]5)=[C:37]([F:45])[CH:36]=4)=[N:18][CH:19]=[C:20]([C@H:22]([N:24]4[CH2:29][CH2:28][N:27]([S:30]([CH3:33])(=[O:32])=[O:31])[CH2:26][CH2:25]4)[CH3:23])[CH:21]=3)[N:10]=2)=CC=1.FC(F)(F)C(O)=O. No catalyst specified. The product is [NH2:8][C:9]1[N:14]=[C:13]([CH3:15])[N:12]=[C:11]([C:16]2[C:17]([NH:34][C:35]3[CH:44]=[C:43]4[C:38]([CH:39]=[CH:40][CH:41]=[N:42]4)=[C:37]([F:45])[CH:36]=3)=[N:18][CH:19]=[C:20]([C@H:22]([N:24]3[CH2:25][CH2:26][N:27]([S:30]([CH3:33])(=[O:31])=[O:32])[CH2:28][CH2:29]3)[CH3:23])[CH:21]=2)[N:10]=1. The yield is 0.582. (4) The reactants are [N:1]1[C:8](Cl)=[N:7][C:5]([Cl:6])=[N:4][C:2]=1[Cl:3].C(=O)(O)[O-].[K+].[CH:15]1([CH2:21][OH:22])[CH2:20][CH2:19][CH2:18][CH2:17][CH2:16]1. The catalyst is C1(C)C=CC=CC=1.C1OCCOCCOCCOCCOCCOC1. The product is [Cl:3][C:2]1[N:4]=[C:5]([Cl:6])[N:7]=[C:8]([O:22][CH2:21][CH:15]2[CH2:20][CH2:19][CH2:18][CH2:17][CH2:16]2)[N:1]=1. The yield is 0.990. (5) The reactants are Cl[C:2]1[C:7]([C:8]([F:11])([F:10])[F:9])=[CH:6][N:5]=[C:4]([NH:12][C:13]2[CH:32]=[CH:31][C:16]([CH2:17][N:18]3[CH2:23][CH2:22][N:21]([C:24]([O:26][C:27]([CH3:30])([CH3:29])[CH3:28])=[O:25])[CH2:20][CH2:19]3)=[CH:15][CH:14]=2)[N:3]=1.[C:33]([C:35]1[CH:40]=[CH:39][CH:38]=[CH:37][C:36]=1[CH2:41][C:42]([O:44][CH3:45])=[O:43])#[CH:34].C(N(CC)CC)C. The catalyst is CN(C=O)C.Cl[Pd](Cl)([P](C1C=CC=CC=1)(C1C=CC=CC=1)C1C=CC=CC=1)[P](C1C=CC=CC=1)(C1C=CC=CC=1)C1C=CC=CC=1.[Cu]I. The product is [CH3:45][O:44][C:42](=[O:43])[CH2:41][C:36]1[CH:37]=[CH:38][CH:39]=[CH:40][C:35]=1[C:33]#[C:34][C:2]1[C:7]([C:8]([F:11])([F:10])[F:9])=[CH:6][N:5]=[C:4]([NH:12][C:13]2[CH:32]=[CH:31][C:16]([CH2:17][N:18]3[CH2:23][CH2:22][N:21]([C:24]([O:26][C:27]([CH3:30])([CH3:29])[CH3:28])=[O:25])[CH2:20][CH2:19]3)=[CH:15][CH:14]=2)[N:3]=1. The yield is 0.300. (6) The reactants are [CH:1](=O)[C:2]1[CH:7]=[CH:6][CH:5]=[CH:4][CH:3]=1.Cl.[CH3:10][O:11][C:12](=[O:16])[C@@H:13]([CH3:15])[NH2:14].C(O[BH-](OC(=O)C)OC(=O)C)(=O)C.[Na+]. The catalyst is C(Cl)Cl. The product is [CH3:10][O:11][C:12](=[O:16])[C@@H:13]([CH3:15])[NH:14][CH2:1][C:2]1[CH:7]=[CH:6][CH:5]=[CH:4][CH:3]=1. The yield is 0.800.